From a dataset of Forward reaction prediction with 1.9M reactions from USPTO patents (1976-2016). Predict the product of the given reaction. (1) The product is: [CH2:16]([O:18][C:19](=[O:38])[CH2:20][C:21]1[CH:22]=[C:23]([C:28]2[CH:33]=[CH:32][C:31]([C:34]([F:36])([F:37])[F:35])=[CH:30][CH:29]=2)[CH:24]=[C:25]([O:6][S:7]([C:10]([F:11])([F:12])[F:13])(=[O:8])=[O:9])[CH:26]=1)[CH3:17]. Given the reactants FC(F)(F)S([O:6][S:7]([C:10]([F:13])([F:12])[F:11])(=[O:9])=[O:8])(=O)=O.[CH2:16]([O:18][C:19](=[O:38])[CH2:20][C:21]1[CH:22]=[C:23]([C:28]2[CH:33]=[CH:32][C:31]([C:34]([F:37])([F:36])[F:35])=[CH:30][CH:29]=2)[CH:24]=[C:25](O)[CH:26]=1)[CH3:17].N1C=CC=CC=1, predict the reaction product. (2) Given the reactants [O:1]1[CH2:6][CH2:5][CH2:4][CH2:3][CH:2]1[N:7]1[CH:11]=[C:10](B2OC(C)(C)C(C)(C)O2)[CH:9]=[N:8]1.Br[C:22]1[CH:23]=[C:24]2[C:28](=[CH:29][CH:30]=1)[N:27]([CH2:31][CH:32]1[CH2:36][N:35]([C:37]([O:39][CH2:40][C:41]3[CH:46]=[CH:45][CH:44]=[CH:43][CH:42]=3)=[O:38])[CH2:34][CH2:33]1)[CH:26]=[CH:25]2.C(=O)([O-])[O-].[Cs+].[Cs+], predict the reaction product. The product is: [O:1]1[CH2:6][CH2:5][CH2:4][CH2:3][CH:2]1[N:7]1[CH:11]=[C:10]([C:22]2[CH:23]=[C:24]3[C:28](=[CH:29][CH:30]=2)[N:27]([CH2:31][CH:32]2[CH2:33][CH2:34][N:35]([C:37]([O:39][CH2:40][C:41]4[CH:46]=[CH:45][CH:44]=[CH:43][CH:42]=4)=[O:38])[CH2:36]2)[CH:26]=[CH:25]3)[CH:9]=[N:8]1.